Dataset: Full USPTO retrosynthesis dataset with 1.9M reactions from patents (1976-2016). Task: Predict the reactants needed to synthesize the given product. (1) The reactants are: [Br:1][C:2]1[CH:3]=[C:4]2[C:9](=[CH:10][CH:11]=1)[C:8](=[O:12])[NH:7][CH:6]=[C:5]2[S:13][C@H:14]1[CH2:19][CH2:18][N:17]([C:20]([O:22][C:23]([CH3:26])([CH3:25])[CH3:24])=[O:21])[C@H:16]([CH2:27][O:28][Si:29]([C:42]([CH3:45])([CH3:44])[CH3:43])([C:36]2[CH:41]=[CH:40][CH:39]=[CH:38][CH:37]=2)[C:30]2[CH:35]=[CH:34][CH:33]=[CH:32][CH:31]=2)[CH2:15]1.CS(O[CH2:51][C:52]([CH3:63])([CH3:62])[CH2:53][O:54][Si:55]([C:58]([CH3:61])([CH3:60])[CH3:59])([CH3:57])[CH3:56])(=O)=O. Given the product [Br:1][C:2]1[CH:3]=[C:4]2[C:9](=[CH:10][CH:11]=1)[C:8](=[O:12])[N:7]([CH2:51][C:52]([CH3:63])([CH3:62])[CH2:53][O:54][Si:55]([C:58]([CH3:61])([CH3:60])[CH3:59])([CH3:56])[CH3:57])[CH:6]=[C:5]2[S:13][C@H:14]1[CH2:19][CH2:18][N:17]([C:20]([O:22][C:23]([CH3:24])([CH3:26])[CH3:25])=[O:21])[C@H:16]([CH2:27][O:28][Si:29]([C:42]([CH3:45])([CH3:44])[CH3:43])([C:36]2[CH:37]=[CH:38][CH:39]=[CH:40][CH:41]=2)[C:30]2[CH:35]=[CH:34][CH:33]=[CH:32][CH:31]=2)[CH2:15]1, predict the reactants needed to synthesize it. (2) Given the product [Br:1][C:2]1[CH:3]=[C:4]([CH2:5][OH:6])[CH:8]=[C:9]([C:11]([F:13])([F:14])[F:12])[CH:10]=1, predict the reactants needed to synthesize it. The reactants are: [Br:1][C:2]1[CH:3]=[C:4]([CH:8]=[C:9]([C:11]([F:14])([F:13])[F:12])[CH:10]=1)[C:5](O)=[O:6]. (3) Given the product [NH2:8][C:9]1[CH:10]=[CH:11][C:12]([CH:15]2[CH2:16][CH2:17][C:18]3([CH2:23][CH2:22][CH:21]([CH2:24][C:25]([O:27][CH3:28])=[O:26])[CH2:20][CH2:19]3)[CH2:29][CH2:30]2)=[CH:13][CH:14]=1, predict the reactants needed to synthesize it. The reactants are: C([NH:8][C:9]1[CH:14]=[CH:13][C:12]([CH:15]2[CH2:30][CH2:29][C:18]3([CH2:23][CH2:22][CH:21]([CH2:24][C:25]([O:27][CH3:28])=[O:26])[CH2:20][CH2:19]3)[CH2:17][CH2:16]2)=[CH:11][CH:10]=1)C1C=CC=CC=1.